This data is from Full USPTO retrosynthesis dataset with 1.9M reactions from patents (1976-2016). The task is: Predict the reactants needed to synthesize the given product. (1) Given the product [C:5]([NH:8][C:9]1[S:10][C:11]2[CH:17]=[C:16]([S:18][C:19]#[N:20])[CH:15]=[CH:14][C:12]=2[N:13]=1)(=[O:7])[CH3:6], predict the reactants needed to synthesize it. The reactants are: C(O[C:5](=[O:7])[CH3:6])(=O)C.[NH2:8][C:9]1[S:10][C:11]2[CH:17]=[C:16]([S:18][C:19]#[N:20])[CH:15]=[CH:14][C:12]=2[N:13]=1. (2) Given the product [N:13]1([CH:8]2[CH2:7][C:6]3[C:10](=[CH:11][CH:12]=[C:4]([NH2:1])[CH:5]=3)[CH2:9]2)[CH2:18][CH2:17][O:16][CH2:15][CH2:14]1, predict the reactants needed to synthesize it. The reactants are: [N+:1]([C:4]1[CH:5]=[C:6]2[C:10](=[CH:11][CH:12]=1)[CH2:9][CH:8]([N:13]1[CH2:18][CH2:17][O:16][CH2:15][CH2:14]1)[CH2:7]2)([O-])=O.C(Cl)Cl. (3) Given the product [C:1]1([C:7]2[C:15]3[C:10](=[N:11][CH:12]=[C:13]([N:16]4[CH2:17][CH:18]([NH:20][C:21](=[O:24])[CH:22]=[CH2:23])[CH2:19]4)[CH:14]=3)[NH:9][CH:8]=2)[CH:2]=[CH:3][CH:4]=[CH:5][CH:6]=1, predict the reactants needed to synthesize it. The reactants are: [C:1]1([C:7]2[C:15]3[C:10](=[N:11][CH:12]=[C:13]([N:16]4[CH2:19][CH:18]([NH:20][C:21](=[O:24])[CH:22]=[CH2:23])[CH2:17]4)[CH:14]=3)[N:9](S(C3C=CC(C)=CC=3)(=O)=O)[CH:8]=2)[CH:6]=[CH:5][CH:4]=[CH:3][CH:2]=1.[OH-].[Li+]. (4) Given the product [OH:28][CH2:29][CH2:30][NH:31][C:32]1[N:40]=[C:39]2[C:35]([NH:36][C:37](=[O:49])[N:38]2[C:41]2[CH:46]=[CH:45][CH:44]=[CH:43][C:42]=2[O:47][CH3:48])=[C:34]([C:50]([NH2:52])=[O:51])[N:33]=1, predict the reactants needed to synthesize it. The reactants are: C(OC(C1N=C(NCCO)N=C2C=1NC(=O)N2C1C=CC=CC=1OC)=O)C.[OH:28][CH2:29][CH2:30][NH:31][C:32]1[N:40]=[C:39]2[C:35]([NH:36][C:37](=[O:49])[N:38]2[C:41]2[CH:46]=[CH:45][CH:44]=[CH:43][C:42]=2[O:47][CH3:48])=[C:34]([C:50]([NH2:52])=[O:51])[N:33]=1.N. (5) Given the product [CH2:15]([O:16][C:17](=[O:18])[C:4](=[O:20])[CH2:5][CH:8]1[CH:10]([C:11]2[C:19]3[O:18][CH2:17][O:16][C:15]=3[CH:14]=[CH:13][CH:12]=2)[CH2:9]1)[CH3:14], predict the reactants needed to synthesize it. The reactants are: C(O[C:4](=[O:20])[C:5]([CH:8]1[CH:10]([C:11]2[C:19]3[O:18][CH2:17][O:16][C:15]=3[CH:14]=[CH:13][CH:12]=2)[CH2:9]1)(O)C)C.S([O-])([O-])(=O)=S.[Na+].[Na+]. (6) Given the product [CH3:1][O:2][C:3]1[CH:8]=[CH:7][C:6]([C:9]2[C:13]([Br:17])=[C:12]([CH3:14])[N:11]([CH3:15])[N:10]=2)=[CH:5][C:4]=1[CH3:16], predict the reactants needed to synthesize it. The reactants are: [CH3:1][O:2][C:3]1[CH:8]=[CH:7][C:6]([C:9]2[CH:13]=[C:12]([CH3:14])[N:11]([CH3:15])[N:10]=2)=[CH:5][C:4]=1[CH3:16].[Br:17]N1C(=O)CCC1=O.C(Cl)(Cl)Cl.